This data is from Reaction yield outcomes from USPTO patents with 853,638 reactions. The task is: Predict the reaction yield, written as a fraction of the theoretical maximum amount of product (1.0 means a 100% yield; for example, 0.34 means a 34% yield). (1) The reactants are [C:1](Cl)([C:16]1[CH:21]=[CH:20][CH:19]=[CH:18][CH:17]=1)([C:10]1[CH:15]=[CH:14][CH:13]=[CH:12][CH:11]=1)[C:2]1[CH:9]=[CH:8][C:5]([O:6][CH3:7])=[CH:4][CH:3]=1.[Si:23]([O:30][CH2:31][C@H:32]1[O:36][C@@H:35]([N:37]2[CH:44]=[CH:43][C:41](=[O:42])[NH:40][C:38]2=[O:39])[C@H:34]([O:45][CH3:46])[C@@H:33]1[OH:47])([C:26]([CH3:29])([CH3:28])[CH3:27])([CH3:25])[CH3:24].N1C(C)=CC(C)=CC=1C. The catalyst is C(Cl)Cl.[N+]([O-])([O-])=O.[Ag+]. The product is [Si:23]([O:30][CH2:31][C@H:32]1[O:36][C@@H:35]([N:37]2[CH:44]=[CH:43][C:41](=[O:42])[NH:40][C:38]2=[O:39])[C@H:34]([O:45][CH3:46])[C@@H:33]1[O:47][C:1]([C:16]1[CH:21]=[CH:20][CH:19]=[CH:18][CH:17]=1)([C:10]1[CH:15]=[CH:14][CH:13]=[CH:12][CH:11]=1)[C:2]1[CH:9]=[CH:8][C:5]([O:6][CH3:7])=[CH:4][CH:3]=1)([C:26]([CH3:29])([CH3:28])[CH3:27])([CH3:24])[CH3:25]. The yield is 0.780. (2) The reactants are Cl[C:2]1[CH:7]=[C:6]([O:8][C:9]2[C:14]([F:15])=[CH:13][C:12]([NH:16][C:17]([C:19]3[C:20](=[O:35])[N:21]([C:28]4[CH:33]=[CH:32][C:31]([F:34])=[CH:30][CH:29]=4)[CH:22]=[CH:23][C:24]=3[O:25][CH2:26][CH3:27])=[O:18])=[C:11]([F:36])[CH:10]=2)[CH:5]=[CH:4][N:3]=1.[CH3:37][N:38]([CH3:42])[C:39]([NH2:41])=[O:40].C([O-])([O-])=O.[Cs+].[Cs+].CC1(C)C2C(=C(P(C3C=CC=CC=3)C3C=CC=CC=3)C=CC=2)OC2C(P(C3C=CC=CC=3)C3C=CC=CC=3)=CC=CC1=2. The catalyst is C1C=CC(/C=C/C(/C=C/C2C=CC=CC=2)=O)=CC=1.C1C=CC(/C=C/C(/C=C/C2C=CC=CC=2)=O)=CC=1.C1C=CC(/C=C/C(/C=C/C2C=CC=CC=2)=O)=CC=1.[Pd].[Pd].O1CCOCC1. The product is [CH3:37][N:38]([CH3:42])[C:39](=[O:40])[NH:41][C:2]1[CH:7]=[C:6]([O:8][C:9]2[C:14]([F:15])=[CH:13][C:12]([NH:16][C:17]([C:19]3[C:20](=[O:35])[N:21]([C:28]4[CH:29]=[CH:30][C:31]([F:34])=[CH:32][CH:33]=4)[CH:22]=[CH:23][C:24]=3[O:25][CH2:26][CH3:27])=[O:18])=[C:11]([F:36])[CH:10]=2)[CH:5]=[CH:4][N:3]=1. The yield is 0.364.